Dataset: Catalyst prediction with 721,799 reactions and 888 catalyst types from USPTO. Task: Predict which catalyst facilitates the given reaction. Reactant: [CH2:1]([O:8][C:9]1[CH:10]=[CH:11][C:12]([CH:22]=[O:23])=[C:13]([N:15]([CH2:18][CH:19]([OH:21])[CH3:20])C=O)[CH:14]=1)[C:2]1[CH:7]=[CH:6][CH:5]=[CH:4][CH:3]=1.[OH-].[Na+]. Product: [CH2:1]([O:8][C:9]1[CH:10]=[CH:11][C:12]([CH:22]=[O:23])=[C:13]([NH:15][CH2:18][CH:19]([OH:21])[CH3:20])[CH:14]=1)[C:2]1[CH:7]=[CH:6][CH:5]=[CH:4][CH:3]=1. The catalyst class is: 1.